This data is from Full USPTO retrosynthesis dataset with 1.9M reactions from patents (1976-2016). The task is: Predict the reactants needed to synthesize the given product. (1) Given the product [F:40][C:2]([F:1])([F:39])[C:3]1[CH:4]=[C:5]([CH:32]=[C:33]([C:35]([F:36])([F:37])[F:38])[CH:34]=1)[CH2:6][NH:7][C:8]([C:10]1([CH2:28][CH:29]2[CH2:30][CH2:31]2)[CH2:11][CH2:12][N:13]([CH2:16][C:17]2[CH:26]=[C:25]3[C:20]([CH:21]=[CH:22][N:23]([CH:41]4[CH2:43][CH2:42]4)[C:24]3=[O:27])=[CH:19][CH:18]=2)[CH2:14][CH2:15]1)=[O:9], predict the reactants needed to synthesize it. The reactants are: [F:1][C:2]([F:40])([F:39])[C:3]1[CH:4]=[C:5]([CH:32]=[C:33]([C:35]([F:38])([F:37])[F:36])[CH:34]=1)[CH2:6][NH:7][C:8]([C:10]1([CH2:28][CH:29]2[CH2:31][CH2:30]2)[CH2:15][CH2:14][N:13]([CH2:16][C:17]2[CH:26]=[C:25]3[C:20]([CH:21]=[CH:22][NH:23][C:24]3=[O:27])=[CH:19][CH:18]=2)[CH2:12][CH2:11]1)=[O:9].[CH:41]1(B(O)O)[CH2:43][CH2:42]1.C(N(CC)CC)C. (2) The reactants are: [F:1][CH:2]([C:5]([C:7]1[CH:8]=[N:9][C:10](OC)=[CH:11][CH:12]=1)=O)[C:3]#[N:4].[OH2:15].[NH2:16][NH2:17].[CH3:18]CO. Given the product [F:1][C:2]1[C:5]([C:7]2[CH:8]=[N:9][C:10]([O:15][CH3:18])=[CH:11][CH:12]=2)=[N:17][NH:16][C:3]=1[NH2:4], predict the reactants needed to synthesize it. (3) Given the product [C:20]([O:18][C:17]([C:11]1([C:8]2[CH:9]=[CH:10][C:5]([C:3]([O:2][CH3:1])=[O:4])=[CH:6][CH:7]=2)[CH2:16][CH2:15][CH2:14][CH2:13][CH2:12]1)=[O:19])([CH3:23])([CH3:22])[CH3:21], predict the reactants needed to synthesize it. The reactants are: [CH3:1][O:2][C:3]([C:5]1[CH:10]=[CH:9][C:8]([C:11]2([C:17]([OH:19])=[O:18])[CH2:16][CH2:15][CH2:14][CH2:13][CH2:12]2)=[CH:7][CH:6]=1)=[O:4].[C:20](OC(O[C:20]([CH3:23])([CH3:22])[CH3:21])N(C)C)([CH3:23])([CH3:22])[CH3:21]. (4) Given the product [C:18]([N:27]1[CH2:32][CH2:31][CH2:30][CH2:29][C:28]1=[O:33])([O:20][C:21]([CH3:22])([CH3:23])[CH3:24])=[O:19], predict the reactants needed to synthesize it. The reactants are: C(N(C(C)C)CC)(C)C.[C:18](O[C:18]([O:20][C:21]([CH3:24])([CH3:23])[CH3:22])=[O:19])([O:20][C:21]([CH3:24])([CH3:23])[CH3:22])=[O:19].Cl.O.[NH:27]1[CH2:32][CH2:31][CH2:30][CH2:29][C:28]1=[O:33]. (5) Given the product [Br:1][C:2]1[CH:7]=[C:6]([S:8]([CH3:11])(=[O:10])=[O:9])[CH:5]=[CH:4][C:3]=1[NH:22][C@H:23]1[CH2:28][CH2:27][C@H:26]([NH:29][C:30](=[O:36])[O:31][C:32]([CH3:34])([CH3:33])[CH3:35])[CH2:25][CH2:24]1, predict the reactants needed to synthesize it. The reactants are: [Br:1][C:2]1[CH:7]=[C:6]([S:8]([CH3:11])(=[O:10])=[O:9])[CH:5]=[CH:4][C:3]=1F.C(N(CC)C(C)C)(C)C.[NH2:22][C@H:23]1[CH2:28][CH2:27][C@H:26]([NH:29][C:30](=[O:36])[O:31][C:32]([CH3:35])([CH3:34])[CH3:33])[CH2:25][CH2:24]1.[Cl-].[NH4+]. (6) Given the product [Cl:12][C:13]1[C:22]2[N:23]=[C:1]([CH3:2])[N:24]([CH2:25][C:26]3[O:30][N:29]=[C:28]([C:31]4[CH:32]=[CH:33][C:34]([F:37])=[CH:35][CH:36]=4)[CH:27]=3)[C:21]=2[C:20]2[CH:19]=[CH:18][CH:17]=[CH:16][C:15]=2[N:14]=1, predict the reactants needed to synthesize it. The reactants are: [C:1](OCC)(OCC)(OCC)[CH3:2].[Cl:12][C:13]1[C:22]([NH2:23])=[C:21]([NH:24][CH2:25][C:26]2[O:30][N:29]=[C:28]([C:31]3[CH:36]=[CH:35][C:34]([F:37])=[CH:33][CH:32]=3)[CH:27]=2)[C:20]2[C:15](=[CH:16][CH:17]=[CH:18][CH:19]=2)[N:14]=1. (7) Given the product [CH2:16]([O:18][C:19]([C:21]1[C:22](=[O:44])[C:23]2[CH:28]=[N:27][C:26]([NH:1][C:2]3[CH:15]=[CH:14][C:5]([O:6][CH2:7][CH:8]([OH:13])[CH2:9][N:10]([CH3:12])[CH3:11])=[CH:4][CH:3]=3)=[N:25][C:24]=2[N:33]([C:35]2[CH:36]=[C:37]3[C:41](=[CH:42][CH:43]=2)[CH2:40][CH2:39][CH2:38]3)[CH:34]=1)=[O:20])[CH3:17], predict the reactants needed to synthesize it. The reactants are: [NH2:1][C:2]1[CH:15]=[CH:14][C:5]([O:6][CH2:7][CH:8]([OH:13])[CH2:9][N:10]([CH3:12])[CH3:11])=[CH:4][CH:3]=1.[CH2:16]([O:18][C:19]([C:21]1[C:22](=[O:44])[C:23]2[CH:28]=[N:27][C:26](S(C)(=O)=O)=[N:25][C:24]=2[N:33]([C:35]2[CH:36]=[C:37]3[C:41](=[CH:42][CH:43]=2)[CH2:40][CH2:39][CH2:38]3)[CH:34]=1)=[O:20])[CH3:17]. (8) Given the product [CH:23]1([C:2](=[CH2:22])[CH2:3][C:4]2([C:17]([O:19][CH2:20][CH3:21])=[O:18])[CH2:9][CH2:8][N:7]([C:10]([O:12][C:13]([CH3:16])([CH3:15])[CH3:14])=[O:11])[CH2:6][CH2:5]2)[CH2:25][CH2:24]1, predict the reactants needed to synthesize it. The reactants are: Br[C:2](=[CH2:22])[CH2:3][C:4]1([C:17]([O:19][CH2:20][CH3:21])=[O:18])[CH2:9][CH2:8][N:7]([C:10]([O:12][C:13]([CH3:16])([CH3:15])[CH3:14])=[O:11])[CH2:6][CH2:5]1.[CH:23]1([B-](F)(F)F)[CH2:25][CH2:24]1.[K+].C(=O)([O-])[O-].[Cs+].[Cs+]. (9) Given the product [CH2:9]([OH:10])[C@@H:7]([OH:8])[CH:5]([OH:6])[C@H:3]([OH:4])[CH2:2][OH:1].[O:11]=[CH:12][C@@H:13]([C@H:15]([C@@H:17]([C@@H:19]([CH2:21][OH:22])[OH:20])[OH:18])[OH:16])[OH:14], predict the reactants needed to synthesize it. The reactants are: [O:1]=[CH:2][C@H:3]([C@H:5]([C@@H:7]([CH2:9][OH:10])[OH:8])[OH:6])[OH:4].[O:11]=[CH:12][C@@H:13]([C@H:15]([C@@H:17]([C@@H:19]([CH2:21][OH:22])[OH:20])[OH:18])[OH:16])[OH:14].